This data is from TCR-epitope binding with 47,182 pairs between 192 epitopes and 23,139 TCRs. The task is: Binary Classification. Given a T-cell receptor sequence (or CDR3 region) and an epitope sequence, predict whether binding occurs between them. (1) The epitope is ILHCANFNV. The TCR CDR3 sequence is CASSLKLAGTDTQYF. Result: 0 (the TCR does not bind to the epitope). (2) The epitope is VLWAHGFEL. The TCR CDR3 sequence is CASSPDTGGNEQFF. Result: 1 (the TCR binds to the epitope). (3) The epitope is ITEEVGHTDLMAAY. The TCR CDR3 sequence is CASSELGGYGYTF. Result: 0 (the TCR does not bind to the epitope). (4) The epitope is YFPLQSYGF. The TCR CDR3 sequence is CASKELAGVPGELFF. Result: 1 (the TCR binds to the epitope).